From a dataset of Reaction yield outcomes from USPTO patents with 853,638 reactions. Predict the reaction yield, written as a fraction of the theoretical maximum amount of product (1.0 means a 100% yield; for example, 0.34 means a 34% yield). (1) The reactants are Br[C:2]1[CH:3]=[C:4]([N:13]([CH:15]2[CH2:19][CH2:18][CH2:17][CH2:16]2)[CH3:14])[C:5]([CH3:12])=[C:6]([CH:11]=1)[C:7]([O:9][CH3:10])=[O:8].[N:20]1([C:26]([O:28][C:29]([CH3:32])([CH3:31])[CH3:30])=[O:27])[CH2:25][CH2:24][NH:23][CH2:22][CH2:21]1.C([O-])([O-])=O.[Cs+].[Cs+]. The catalyst is C1(C)C=CC=CC=1.C1C=CC(/C=C/C(/C=C/C2C=CC=CC=2)=O)=CC=1.C1C=CC(/C=C/C(/C=C/C2C=CC=CC=2)=O)=CC=1.C1C=CC(/C=C/C(/C=C/C2C=CC=CC=2)=O)=CC=1.[Pd].[Pd].C1C=CC(P(C2C(C3C(P(C4C=CC=CC=4)C4C=CC=CC=4)=CC=C4C=3C=CC=C4)=C3C(C=CC=C3)=CC=2)C2C=CC=CC=2)=CC=1. The product is [CH:15]1([N:13]([CH3:14])[C:4]2[CH:3]=[C:2]([N:23]3[CH2:22][CH2:21][N:20]([C:26]([O:28][C:29]([CH3:32])([CH3:31])[CH3:30])=[O:27])[CH2:25][CH2:24]3)[CH:11]=[C:6]([C:7]([O:9][CH3:10])=[O:8])[C:5]=2[CH3:12])[CH2:19][CH2:18][CH2:17][CH2:16]1. The yield is 0.333. (2) The reactants are [N:1]1[C:5]2[CH:6]=[CH:7][CH:8]=[CH:9][C:4]=2[NH:3][CH:2]=1.CC(C)([O-])C.[K+].CS(C)=O.Cl[CH2:21][CH2:22][CH2:23][OH:24]. The catalyst is O.C(OCC)(=O)C. The product is [N:1]1([CH2:21][CH2:22][CH2:23][OH:24])[C:5]2[CH:6]=[CH:7][CH:8]=[CH:9][C:4]=2[N:3]=[CH:2]1. The yield is 0.740. (3) The reactants are [CH3:1][N:2]([CH3:20])[C:3]1[CH:12]=[C:11]2[C:6]([C:7]([CH2:14][C:15]([O:17]CC)=[O:16])=[CH:8][C:9](=[O:13])[O:10]2)=[CH:5][CH:4]=1.C1COCC1.CO. The catalyst is [OH-].[Li+]. The product is [CH3:20][N:2]([CH3:1])[C:3]1[CH:12]=[C:11]2[C:6]([C:7]([CH2:14][C:15]([OH:17])=[O:16])=[CH:8][C:9](=[O:13])[O:10]2)=[CH:5][CH:4]=1. The yield is 0.850.